Dataset: Full USPTO retrosynthesis dataset with 1.9M reactions from patents (1976-2016). Task: Predict the reactants needed to synthesize the given product. (1) Given the product [Cl:1][C:2]1[CH:3]=[C:4]([C:12]2([C:35]([F:36])([F:37])[F:38])[O:16][N:15]=[C:14]([C:17]3[CH:22]=[CH:21][C:20]([C:23]([N:25]4[CH2:29][C:28](=[O:30])[N:27]([CH2:44][CH2:43][C:42]([F:47])([F:46])[F:41])[CH2:26]4)=[O:24])=[C:19]([C:31]([F:33])([F:34])[F:32])[CH:18]=3)[CH2:13]2)[CH:5]=[C:6]([C:8]([F:11])([F:10])[F:9])[CH:7]=1, predict the reactants needed to synthesize it. The reactants are: [Cl:1][C:2]1[CH:3]=[C:4]([C:12]2([C:35]([F:38])([F:37])[F:36])[O:16][N:15]=[C:14]([C:17]3[CH:22]=[CH:21][C:20]([C:23]([N:25]4[CH2:29][C:28](=[O:30])[NH:27][CH2:26]4)=[O:24])=[C:19]([C:31]([F:34])([F:33])[F:32])[CH:18]=3)[CH2:13]2)[CH:5]=[C:6]([C:8]([F:11])([F:10])[F:9])[CH:7]=1.[H-].[Na+].[F:41][C:42]([F:47])([F:46])[CH2:43][CH2:44]I.CC#N. (2) Given the product [N:30]1[CH:29]=[CH:28][C:27]([C:23]2[N:22]=[C:21]([C:18]3[N:15]4[CH:16]=[CH:17][C:12]([C:2]([OH:4])([CH3:1])[CH3:3])=[N:13][C:14]4=[N:20][CH:19]=3)[CH:26]=[CH:25][N:24]=2)=[CH:32][CH:31]=1, predict the reactants needed to synthesize it. The reactants are: [CH3:1][C:2]([C:12]1[CH:17]=[CH:16][N:15]2[C:18]([C:21]3[CH:26]=[CH:25][N:24]=[C:23]([C:27]4[CH:32]=[CH:31][N:30]=[CH:29][CH:28]=4)[N:22]=3)=[CH:19][N:20]=[C:14]2[N:13]=1)([O:4][Si](CC)(CC)CC)[CH3:3]. (3) The reactants are: [NH:1]1[C:9]2[C:4](=[CH:5][C:6]([C:10]3[C:11]([C:16]#[N:17])=[N:12][N:13]([CH3:15])[CH:14]=3)=[CH:7][CH:8]=2)[CH2:3][CH2:2]1.Br[C:19]1[C:23]2[CH2:24][N:25]([C:28](=[O:30])[CH3:29])[CH2:26][CH2:27][C:22]=2[N:21]([CH:31]2[CH2:35][CH2:34][O:33][CH2:32]2)[N:20]=1.COC(C)(C)C.C1(P(C2CCCCC2)C2C=CC=CC=2C2C(OC(C)C)=CC=CC=2OC(C)C)CCCCC1.C(O[Na])(C)(C)C. Given the product [C:28]([N:25]1[CH2:26][CH2:27][C:22]2[N:21]([CH:31]3[CH2:35][CH2:34][O:33][CH2:32]3)[N:20]=[C:19]([N:1]3[C:9]4[C:4](=[CH:5][C:6]([C:10]5[C:11]([C:16]#[N:17])=[N:12][N:13]([CH3:15])[CH:14]=5)=[CH:7][CH:8]=4)[CH2:3][CH2:2]3)[C:23]=2[CH2:24]1)(=[O:30])[CH3:29], predict the reactants needed to synthesize it. (4) Given the product [Cl:26][C:27]1[N:32]=[N:6][C:5]([NH:8][S:9]([C:12]2[CH:13]=[C:14]([CH:22]=[CH:23][CH:24]=2)[C:15]([N:17]([CH2:18][CH3:19])[CH2:20][CH3:21])=[O:16])(=[O:10])=[O:11])=[C:4]([OH:25])[CH:28]=1, predict the reactants needed to synthesize it. The reactants are: BrC1N=[C:4]([OH:25])[C:5]([NH:8][S:9]([C:12]2[CH:13]=[C:14]([CH:22]=[CH:23][CH:24]=2)[C:15]([N:17]([CH2:20][CH3:21])[CH2:18][CH3:19])=[O:16])(=[O:11])=[O:10])=[N:6]C=1.[Cl:26][C:27]1[N:32]=NC(NS(C2C=C(C=CC=2)C(O)=O)(=O)=O)=C(O)[CH:28]=1.BrC1N=C(O)C(NS(C2C=C(C=CC=2)C(O)=O)(=O)=O)=NC=1. (5) The reactants are: C([O-])(=O)C.[K+].[B:15]1([B:15]2[O:19][C:18]([CH3:21])([CH3:20])[C:17]([CH3:23])([CH3:22])[O:16]2)[O:19][C:18]([CH3:21])([CH3:20])[C:17]([CH3:23])([CH3:22])[O:16]1.Br[C:25]1[CH:33]=[CH:32][CH:31]=[C:30]2[C:26]=1[CH2:27][NH:28][C:29]2=[O:34]. Given the product [CH3:21][C:18]1([CH3:20])[C:17]([CH3:22])([CH3:23])[O:16][B:15]([C:25]2[CH:33]=[CH:32][CH:31]=[C:30]3[C:26]=2[CH2:27][NH:28][C:29]3=[O:34])[O:19]1, predict the reactants needed to synthesize it. (6) Given the product [N:31]1[CH:36]=[CH:35][CH:34]=[C:33]([C:2]2[CH:3]=[C:4]3[C:10]([C:24]4[CH:23]=[CH:22][CH:21]=[C:20]([C:19]([F:30])([F:29])[F:18])[CH:25]=4)=[N:9][NH:8][C:5]3=[CH:6][N:7]=2)[CH:32]=1, predict the reactants needed to synthesize it. The reactants are: Br[C:2]1[CH:3]=[C:4]2[C:10](I)=[N:9][N:8](C3CCCCO3)[C:5]2=[CH:6][N:7]=1.[F:18][C:19]([F:30])([F:29])[C:20]1[CH:21]=[C:22](B(O)O)[CH:23]=[CH:24][CH:25]=1.[N:31]1[CH:36]=[CH:35][CH:34]=[C:33](B2OC(C)(C)C(C)(C)O2)[CH:32]=1.